From a dataset of Reaction yield outcomes from USPTO patents with 853,638 reactions. Predict the reaction yield, written as a fraction of the theoretical maximum amount of product (1.0 means a 100% yield; for example, 0.34 means a 34% yield). The reactants are [C:1]([C:4]1[N:9]=[C:8]([C:10]2[CH2:15][CH2:14]C(C)(C)[CH2:12][CH:11]=2)[C:7]([NH:18][C:19]([C:21]2[NH:22][C:23]([C:26]#[N:27])=[CH:24][N:25]=2)=[O:20])=[CH:6][CH:5]=1)(=[O:3])[CH3:2].[CH3:28][Mg+].[Br-].[CH2:31]1[CH2:35]OC[CH2:32]1. No catalyst specified. The product is [CH3:32][CH:31]1[CH2:35][CH2:14][CH2:15][C:10]([C:8]2[C:7]([NH:18][C:19]([C:21]3[NH:22][C:23]([C:26]#[N:27])=[CH:24][N:25]=3)=[O:20])=[CH:6][CH:5]=[C:4]([C:1]([OH:3])([CH3:28])[CH3:2])[N:9]=2)=[C:11]1[CH3:12]. The yield is 0.430.